This data is from Forward reaction prediction with 1.9M reactions from USPTO patents (1976-2016). The task is: Predict the product of the given reaction. Given the reactants [F:1][C:2]1[CH:10]=[CH:9][C:8]([S:11]([NH:14][CH2:15][C:16](F)(F)F)(=[O:13])=[O:12])=[CH:7][C:3]=1[C:4]([OH:6])=O.F[C:21]1[CH:26]=[CH:25][C:24]([C:27]([C:30]2[S:34][C:33]([NH2:35])=[N:32][N:31]=2)([CH3:29])[CH3:28])=[CH:23][CH:22]=1.C(Cl)CCl.C1C=NC2N(O)N=NC=2C=1, predict the reaction product. The product is: [CH2:15]([NH:14][S:11]([C:8]1[CH:9]=[CH:10][C:2]([F:1])=[C:3]([CH:7]=1)[C:4]([NH:35][C:33]1[S:34][C:30]([C:27]([CH3:29])([C:24]2[CH:25]=[CH:26][CH:21]=[CH:22][CH:23]=2)[CH3:28])=[N:31][N:32]=1)=[O:6])(=[O:13])=[O:12])[CH3:16].